Task: Predict the reactants needed to synthesize the given product.. Dataset: Full USPTO retrosynthesis dataset with 1.9M reactions from patents (1976-2016) (1) Given the product [N:3]1[N:2]([C:6]2[CH:14]=[CH:13][CH:12]=[CH:11][C:7]=2[C:8]([N:22]2[CH2:21][C@H:20]([CH2:23][OH:24])[CH2:19][CH2:18][C@H:17]2[CH3:16])=[O:10])[N:1]=[CH:5][CH:4]=1, predict the reactants needed to synthesize it. The reactants are: [N:1]1[N:2]([C:6]2[CH:14]=[CH:13][CH:12]=[CH:11][C:7]=2[C:8]([OH:10])=O)[N:3]=[CH:4][CH:5]=1.Cl.[CH3:16][C@H:17]1[NH:22][CH2:21][C@H:20]([CH2:23][OH:24])[CH2:19][CH2:18]1.[OH-].[Na+].O. (2) Given the product [CH2:22]([O:26][C:27]1[C:28]([CH3:37])=[CH:29][C:30]([CH3:36])=[C:31]([C:2]2[N:7]=[C:6]([CH:8]=[N:9][C:10]3[C:15]([CH:16]([CH3:18])[CH3:17])=[CH:14][CH:13]=[CH:12][C:11]=3[CH:19]([CH3:21])[CH3:20])[CH:5]=[CH:4][CH:3]=2)[CH:32]=1)[CH2:23][CH:24]=[CH2:25], predict the reactants needed to synthesize it. The reactants are: Br[C:2]1[N:7]=[C:6]([CH:8]=[N:9][C:10]2[C:15]([CH:16]([CH3:18])[CH3:17])=[CH:14][CH:13]=[CH:12][C:11]=2[CH:19]([CH3:21])[CH3:20])[CH:5]=[CH:4][CH:3]=1.[CH2:22]([O:26][C:27]1[C:28]([CH3:37])=[CH:29][C:30]([CH3:36])=[C:31](B(O)O)[CH:32]=1)[CH2:23][CH:24]=[CH2:25].[OH-].[K+]. (3) The reactants are: [F:1][C:2]1[CH:7]=[CH:6][C:5]([C:8]2[C:12]([CH:13]=O)=[CH:11][N:10]([C:15]3[CH:20]=[CH:19][N:18]=[C:17]([NH:21][C:22]4[CH:27]=[C:26]([N+:28]([O-])=O)[C:25]([N:31]5[CH2:36][CH2:35][O:34][CH2:33][CH2:32]5)=[CH:24][C:23]=4[O:37][CH3:38])[N:16]=3)[N:9]=2)=[CH:4][CH:3]=1.[CH3:39][NH:40][CH3:41]. Given the product [CH3:39][N:40]([CH2:13][C:12]1[C:8]([C:5]2[CH:4]=[CH:3][C:2]([F:1])=[CH:7][CH:6]=2)=[N:9][N:10]([C:15]2[CH:20]=[CH:19][N:18]=[C:17]([NH:21][C:22]3[C:23]([O:37][CH3:38])=[CH:24][C:25]([N:31]4[CH2:36][CH2:35][O:34][CH2:33][CH2:32]4)=[C:26]([NH:28][C:23](=[O:37])[CH:22]=[CH2:27])[CH:27]=3)[N:16]=2)[CH:11]=1)[CH3:41], predict the reactants needed to synthesize it. (4) Given the product [NH2:26][C:23]1[CH:22]=[CH:21][C:20]([C:17]2[CH2:16][S:15][C:14]3=[N:13][N:12]=[C:11]([C:5]4[CH:6]=[CH:7][C:8]([O:9][CH3:10])=[C:3]([O:2][CH3:1])[CH:4]=4)[N:19]3[N:18]=2)=[CH:25][CH:24]=1, predict the reactants needed to synthesize it. The reactants are: [CH3:1][O:2][C:3]1[CH:4]=[C:5]([C:11]2[N:19]3[C:14]([S:15][CH2:16][C:17]([C:20]4[CH:25]=[CH:24][C:23]([N+:26]([O-])=O)=[CH:22][CH:21]=4)=[N:18]3)=[N:13][N:12]=2)[CH:6]=[CH:7][C:8]=1[O:9][CH3:10]. (5) Given the product [CH3:9][O:8][C:7]1[CH:6]=[CH:5][C:4]([C:10]([N:12]2[CH2:17][CH2:16][N:15]([C:18]3[CH:23]=[CH:22][CH:21]=[CH:20][N:19]=3)[CH2:14][CH2:13]2)=[O:11])=[CH:3][C:2]=1[C:25]#[C:24][C:26]1[CH:31]=[CH:30][CH:29]=[C:28]([O:32][CH3:33])[CH:27]=1, predict the reactants needed to synthesize it. The reactants are: Br[C:2]1[CH:3]=[C:4]([C:10]([N:12]2[CH2:17][CH2:16][N:15]([C:18]3[CH:23]=[CH:22][CH:21]=[CH:20][N:19]=3)[CH2:14][CH2:13]2)=[O:11])[CH:5]=[CH:6][C:7]=1[O:8][CH3:9].[C:24]([C:26]1[CH:27]=[C:28]([O:32][CH3:33])[CH:29]=[CH:30][CH:31]=1)#[CH:25].